From a dataset of Forward reaction prediction with 1.9M reactions from USPTO patents (1976-2016). Predict the product of the given reaction. (1) Given the reactants C(O[CH:4]=[C:5]([C:11]([O:13]CC)=O)[C:6]([O:8][CH2:9][CH3:10])=[O:7])C.[C:16]([O:19][CH2:20][CH:21]1[CH2:29][C:28]2[C:23](=[CH:24][CH:25]=[C:26]([I:30])[CH:27]=2)[NH:22]1)(=[O:18])[CH3:17], predict the reaction product. The product is: [C:16]([O:19][CH2:20][CH:21]1[N:22]2[C:23]3[C:24]([C:11](=[O:13])[C:5]([C:6]([O:8][CH2:9][CH3:10])=[O:7])=[CH:4]2)=[CH:25][C:26]([I:30])=[CH:27][C:28]=3[CH2:29]1)(=[O:18])[CH3:17]. (2) Given the reactants [CH3:1][C:2]1[CH:10]=[CH:9][C:5]([C:6]([OH:8])=[O:7])=[CH:4][C:3]=1[N+:11]([O-:13])=[O:12].S(=O)(=O)(O)O.[CH3:19]O, predict the reaction product. The product is: [CH3:1][C:2]1[CH:10]=[CH:9][C:5]([C:6]([O:8][CH3:19])=[O:7])=[CH:4][C:3]=1[N+:11]([O-:13])=[O:12]. (3) Given the reactants [NH2:1][C:2]1[CH:11]=[C:10]2[C:5]([CH:6]=[CH:7][CH:8]=[N:9]2)=[CH:4][CH:3]=1.[CH3:12][C:13]1[C:18]([C:19]2[CH:27]=[CH:26][C:22]([C:23](O)=[O:24])=[CH:21][CH:20]=2)=[CH:17][CH:16]=[C:15]([CH3:28])[N:14]=1, predict the reaction product. The product is: [CH3:12][C:13]1[C:18]([C:19]2[CH:27]=[CH:26][C:22]([C:23]([NH:1][C:2]3[CH:11]=[C:10]4[C:5]([CH:6]=[CH:7][CH:8]=[N:9]4)=[CH:4][CH:3]=3)=[O:24])=[CH:21][CH:20]=2)=[CH:17][CH:16]=[C:15]([CH3:28])[N:14]=1. (4) Given the reactants [CH:1]1([CH2:7][C:8](=[O:24])[C:9]([NH:11][C:12]2[CH:13]=[CH:14][C:15]3[C:20](=[O:21])[O:19][N:18]=[C:17]([CH3:22])[C:16]=3[CH:23]=2)=[O:10])[CH2:6][CH2:5][CH2:4][CH2:3][CH2:2]1.[C:25]1([C:31]#[CH:32])[CH:30]=[CH:29][CH:28]=[CH:27][CH:26]=1.C([Li])CCC, predict the reaction product. The product is: [CH:1]1([CH2:7][C:8]([OH:24])([C:32]#[C:31][C:25]2[CH:30]=[CH:29][CH:28]=[CH:27][CH:26]=2)[C:9]([NH:11][C:12]2[CH:13]=[CH:14][C:15]3[C:20](=[O:21])[O:19][N:18]=[C:17]([CH3:22])[C:16]=3[CH:23]=2)=[O:10])[CH2:6][CH2:5][CH2:4][CH2:3][CH2:2]1. (5) Given the reactants [NH2:1][C:2]1[N:3]=[C:4]([CH3:18])[C:5]2[CH:11]=[C:10](Br)[C:9](=[O:13])[N:8]([CH:14]3[CH2:17][CH2:16][CH2:15]3)[C:6]=2[N:7]=1.[C:19]([Cu])#[N:20], predict the reaction product. The product is: [NH2:1][C:2]1[N:3]=[C:4]([CH3:18])[C:5]2[CH:11]=[C:10]([C:19]#[N:20])[C:9](=[O:13])[N:8]([CH:14]3[CH2:17][CH2:16][CH2:15]3)[C:6]=2[N:7]=1. (6) Given the reactants C[O:2][C:3]([CH:5]1[CH:10]([OH:11])[CH:9]([CH2:12][C:13]2[CH:18]=[CH:17][C:16]([O:19][CH3:20])=[C:15]([CH2:21][C@H:22]3[CH2:26][O:25][C:24](=[O:27])[N:23]3[CH2:28][CH2:29][CH3:30])[CH:14]=2)[CH2:8][S:7](=[O:32])(=[O:31])[CH2:6]1)=[O:4].[OH-].[Na+].Cl, predict the reaction product. The product is: [OH:11][CH:10]1[CH:9]([CH2:12][C:13]2[CH:18]=[CH:17][C:16]([O:19][CH3:20])=[C:15]([CH2:21][C@H:22]3[CH2:26][O:25][C:24](=[O:27])[N:23]3[CH2:28][CH2:29][CH3:30])[CH:14]=2)[CH2:8][S:7](=[O:32])(=[O:31])[CH2:6][CH:5]1[C:3]([OH:4])=[O:2].